Dataset: Full USPTO retrosynthesis dataset with 1.9M reactions from patents (1976-2016). Task: Predict the reactants needed to synthesize the given product. (1) Given the product [Cl:10][C:11]1[CH:16]=[C:15]2[NH:24][CH2:23][C:17]3([CH2:22][CH2:21][NH:20][CH2:19][CH2:18]3)[C:14]2=[CH:13][CH:12]=1, predict the reactants needed to synthesize it. The reactants are: CCO.[H-].[Al+3].[Li+].[H-].[H-].[H-].[Cl:10][C:11]1[CH:16]=[CH:15][C:14]([C:17]2([C:23]#[N:24])[CH2:22][CH2:21][NH:20][CH2:19][CH2:18]2)=[C:13](F)[CH:12]=1.O. (2) Given the product [C:37]1([S:43]([N:46]2[C:50]3=[N:51][CH:52]=[CH:53][CH:54]=[C:49]3[C:48]([CH:55]([C:2]3[CH:7]=[N:6][C:5]([CH2:8][NH:9][C:10]4[CH:15]=[CH:14][C:13]([Cl:16])=[CH:12][CH:11]=4)=[CH:4][CH:3]=3)[OH:56])=[CH:47]2)(=[O:44])=[O:45])[CH:38]=[CH:39][CH:40]=[CH:41][CH:42]=1, predict the reactants needed to synthesize it. The reactants are: Br[C:2]1[CH:3]=[CH:4][C:5]([CH2:8][NH:9][C:10]2[CH:15]=[CH:14][C:13]([Cl:16])=[CH:12][CH:11]=2)=[N:6][CH:7]=1.C([Li])CCC.Cl[Si](C)(C)CC[Si](Cl)(C)C.C([Li])(C)(C)C.[C:37]1([S:43]([N:46]2[C:50]3=[N:51][CH:52]=[CH:53][CH:54]=[C:49]3[C:48]([CH:55]=[O:56])=[CH:47]2)(=[O:45])=[O:44])[CH:42]=[CH:41][CH:40]=[CH:39][CH:38]=1. (3) Given the product [C:29]([C:33]1[N:34]=[C:35]([NH:38][C:24]([C:22]2[CH:21]=[CH:20][N:17]3[C:18](=[O:19])[C:13]([C:10]4[N:11]=[N:12][NH:8][N:9]=4)=[CH:14][N:15]=[C:16]3[CH:23]=2)=[O:26])[S:36][CH:37]=1)([CH3:32])([CH3:31])[CH3:30], predict the reactants needed to synthesize it. The reactants are: COC1C=CC(C[N:8]2[N:12]=[N:11][C:10]([C:13]3[C:18](=[O:19])[N:17]4[CH:20]=[CH:21][C:22]([C:24]([OH:26])=O)=[CH:23][C:16]4=[N:15][CH:14]=3)=[N:9]2)=CC=1.[C:29]([C:33]1[N:34]=[C:35]([NH2:38])[S:36][CH:37]=1)([CH3:32])([CH3:31])[CH3:30].ON1C2C=CC=CC=2N=N1.Cl.C(N=C=NCCCN(C)C)C.Cl. (4) Given the product [CH3:26][NH:27][C:23]([C:20]1[CH:19]=[N:18][C:17]([O:16][C:13]2[CH:14]=[CH:15][C:8]3[CH2:7][CH2:6][N:5]([CH:1]4[CH2:4][CH2:3][CH2:2]4)[CH2:11][CH2:10][C:9]=3[CH:12]=2)=[CH:22][N:21]=1)=[O:24], predict the reactants needed to synthesize it. The reactants are: [CH:1]1([N:5]2[CH2:11][CH2:10][C:9]3[CH:12]=[C:13]([O:16][C:17]4[N:18]=[CH:19][C:20]([C:23](Cl)=[O:24])=[N:21][CH:22]=4)[CH:14]=[CH:15][C:8]=3[CH2:7][CH2:6]2)[CH2:4][CH2:3][CH2:2]1.[CH3:26][NH2:27]. (5) Given the product [Cl:21][C:19]1[N:18]=[CH:17][N:16]=[C:15]([NH:14][C:11]2[CH:12]=[CH:13][C:8]([NH2:7])=[CH:9][CH:10]=2)[CH:20]=1, predict the reactants needed to synthesize it. The reactants are: C(OC(=O)[NH:7][C:8]1[CH:13]=[CH:12][C:11]([NH:14][C:15]2[CH:20]=[C:19]([Cl:21])[N:18]=[CH:17][N:16]=2)=[CH:10][CH:9]=1)(C)(C)C.Cl.